Task: Predict the product of the given reaction.. Dataset: Forward reaction prediction with 1.9M reactions from USPTO patents (1976-2016) (1) Given the reactants [C:1]([C:4]1[CH:9]=[C:8]([CH3:10])[CH:7]=[C:6]([CH3:11])[C:5]=1[NH:12][C:13]([C:15]1[S:16][CH:17]=[CH:18][C:19]=1[S:20]([NH:23][C:24]1[O:28][N:27]=[C:26]([CH3:29])[C:25]=1[Cl:30])(=[O:22])=[O:21])=[O:14])(=[O:3])[CH3:2].Cl[C:32]1C(C)=NOC=1N(COC)S(C1C=C(C)SC=1C(Cl)=O)(=O)=O, predict the reaction product. The product is: [C:1]([C:4]1[CH:9]=[C:8]([CH3:10])[CH:7]=[C:6]([CH3:11])[C:5]=1[NH:12][C:13]([C:15]1[S:16][C:17]([CH3:32])=[CH:18][C:19]=1[S:20]([NH:23][C:24]1[O:28][N:27]=[C:26]([CH3:29])[C:25]=1[Cl:30])(=[O:21])=[O:22])=[O:14])(=[O:3])[CH3:2]. (2) Given the reactants [C:1]([C:6]1[S:10][C:9]([C:11]2[CH:19]=[CH:18][C:14]([C:15]([OH:17])=O)=[CH:13][CH:12]=2)=[CH:8][CH:7]=1)(=[O:5])[CH:2]([CH3:4])[CH3:3].[Li].CCN=C=NCCCN(C)C.Cl.C1C=CC2N(O)N=NC=2C=1.CCN(C(C)C)C(C)C.[NH:52]1[CH2:56][CH2:55][CH2:54][C@H:53]1[CH2:57][N:58]1[CH2:62][CH2:61][CH2:60][CH2:59]1, predict the reaction product. The product is: [CH3:4][CH:2]([CH3:3])[C:1]([C:6]1[S:10][C:9]([C:11]2[CH:12]=[CH:13][C:14]([C:15]([N:52]3[CH2:56][CH2:55][CH2:54][C@H:53]3[CH2:57][N:58]3[CH2:62][CH2:61][CH2:60][CH2:59]3)=[O:17])=[CH:18][CH:19]=2)=[CH:8][CH:7]=1)=[O:5]. (3) Given the reactants [Cl:1][C:2]1[S:6][C:5]([C:7]2[O:11][N:10]=[C:9]([CH2:12][N:13]3[C:17]4=[N:18][CH:19]=[CH:20][CH:21]=[C:16]4[N:15]=[C:14]3[C:22](O)=[O:23])[CH:8]=2)=[CH:4][CH:3]=1.CCN(C(C)C)C(C)C.CN(C(ON1N=NC2C=CC=NC1=2)=[N+](C)C)C.F[P-](F)(F)(F)(F)F.Cl.[CH:59]([N:62]1[CH2:67][CH2:66][CH:65]([NH2:68])[CH2:64][CH2:63]1)([CH3:61])[CH3:60], predict the reaction product. The product is: [CH:59]([N:62]1[CH2:67][CH2:66][CH:65]([NH:68][C:22]([C:14]2[N:13]([CH2:12][C:9]3[CH:8]=[C:7]([C:5]4[S:6][C:2]([Cl:1])=[CH:3][CH:4]=4)[O:11][N:10]=3)[C:17]3=[N:18][CH:19]=[CH:20][CH:21]=[C:16]3[N:15]=2)=[O:23])[CH2:64][CH2:63]1)([CH3:61])[CH3:60]. (4) Given the reactants [C:1]([O:5][C:6]([N:8]1[CH2:13][CH:12]([NH:14][C:15]2[N:20]=[C:19]([C:21]3[C:29]4[C:24](=[CH:25][CH:26]=[CH:27][CH:28]=4)[NH:23][CH:22]=3)[C:18]([Cl:30])=[CH:17][N:16]=2)[CH2:11][CH:10]([C:31]([OH:33])=[O:32])[CH2:9]1)=[O:7])([CH3:4])([CH3:3])[CH3:2].C(Cl)(=O)O[CH:36]([CH3:38])[CH3:37].C1C[O:44][CH2:43]C1, predict the reaction product. The product is: [C:43]([O:32][C:31]([CH:10]1[CH2:11][CH:12]([NH:14][C:15]2[N:20]=[C:19]([C:21]3[C:29]4[C:24](=[CH:25][CH:26]=[CH:27][CH:28]=4)[NH:23][CH:22]=3)[C:18]([Cl:30])=[CH:17][N:16]=2)[CH2:13][N:8]([C:6]([O:5][C:1]([CH3:4])([CH3:2])[CH3:3])=[O:7])[CH2:9]1)=[O:33])(=[O:44])[CH:36]([CH3:37])[CH3:38]. (5) Given the reactants [CH2:1]([O:3][C:4](=[O:17])[C:5]1[CH:10]=[C:9](Cl)[C:8]([N:12]([CH:14]([CH3:16])[CH3:15])[CH3:13])=[N:7][CH:6]=1)[CH3:2].[CH2:18]([Zn]CC)[CH3:19], predict the reaction product. The product is: [CH2:1]([O:3][C:4](=[O:17])[C:5]1[CH:10]=[C:9]([CH2:18][CH3:19])[C:8]([N:12]([CH:14]([CH3:16])[CH3:15])[CH3:13])=[N:7][CH:6]=1)[CH3:2]. (6) The product is: [CH3:12][O:13][C:2]1[C:7]([C:8]([NH2:10])=[O:9])=[C:6]([O:16][CH3:15])[N:5]=[CH:4][N:3]=1. Given the reactants Cl[C:2]1[C:7]([C:8]([NH2:10])=[O:9])=[C:6](Cl)[N:5]=[CH:4][N:3]=1.[CH3:12][O-:13].[Na+].[CH3:15][OH:16], predict the reaction product. (7) Given the reactants [F:1][C:2]1[CH:7]=[CH:6][C:5]([N:8]2[CH:12]=[CH:11][C:10]([C:13]3[CH:26]=[CH:25][C:16]([O:17][C:18]4[CH:23]=[CH:22][C:21]([OH:24])=[CH:20][CH:19]=4)=[CH:15][CH:14]=3)=[N:9]2)=[CH:4][CH:3]=1.Br[C:28]1([CH2:37][CH2:38][O:39][CH3:40])[C:33](=[O:34])[NH:32][C:31](=[O:35])[NH:30][C:29]1=[O:36], predict the reaction product. The product is: [CH3:40][O:39][CH2:38][CH2:37][C:28]1([O:24][C:21]2[CH:22]=[CH:23][C:18]([O:17][C:16]3[CH:25]=[CH:26][C:13]([C:10]4[CH:11]=[CH:12][N:8]([C:5]5[CH:4]=[CH:3][C:2]([F:1])=[CH:7][CH:6]=5)[N:9]=4)=[CH:14][CH:15]=3)=[CH:19][CH:20]=2)[C:29](=[O:36])[NH:30][C:31](=[O:35])[NH:32][C:33]1=[O:34].